This data is from Peptide-MHC class II binding affinity with 134,281 pairs from IEDB. The task is: Regression. Given a peptide amino acid sequence and an MHC pseudo amino acid sequence, predict their binding affinity value. This is MHC class II binding data. (1) The peptide sequence is LDAAYSVAYKAAVGA. The binding affinity (normalized) is 0.0514. The MHC is HLA-DQA10201-DQB10202 with pseudo-sequence HLA-DQA10201-DQB10202. (2) The peptide sequence is AAATAGTTMYGAFAA. The MHC is HLA-DQA10401-DQB10402 with pseudo-sequence HLA-DQA10401-DQB10402. The binding affinity (normalized) is 0.469. (3) The peptide sequence is LCALGKVLPFHRWHT. The MHC is DRB1_0101 with pseudo-sequence DRB1_0101. The binding affinity (normalized) is 0.542.